Dataset: Forward reaction prediction with 1.9M reactions from USPTO patents (1976-2016). Task: Predict the product of the given reaction. (1) Given the reactants [Cl:1][C:2]1[N:6]([CH:7]2[CH2:12][CH2:11][O:10][CH2:9][CH2:8]2)[N:5]=[CH:4][C:3]=1[N+:13]([O-])=O.C(O)(=O)C, predict the reaction product. The product is: [Cl:1][C:2]1[N:6]([CH:7]2[CH2:8][CH2:9][O:10][CH2:11][CH2:12]2)[N:5]=[CH:4][C:3]=1[NH2:13]. (2) Given the reactants [O:1]=[Re:2](Cl)(Cl)Cl.C1(P([C:19]2[CH:24]=[CH:23][CH:22]=[CH:21][CH:20]=2)C2C=CC=CC=2)C=CC=CC=1.C1(P(C2C=CC=CC=2)C2C=CC=CC=2)C=CC=CC=1.C([CH:51]1[NH:55][CH2:54][CH2:53][O:52]1)C1C=CC=CC=1, predict the reaction product. The product is: [O:1]([CH:51]1[NH:55][CH2:54][CH2:53][O:52]1)[C:19]1[CH:20]=[CH:21][CH:22]=[CH:23][CH:24]=1.[Re+5:2]. (3) The product is: [CH2:68]([O:67][C:65]([NH:13][C@H:14]1[CH2:24][O:25][C@H:7]([C:60]([O:61][CH3:76])=[O:63])[CH2:6][CH2:15]1)=[O:66])[C:69]1[CH:74]=[CH:73][CH:72]=[CH:71][CH:70]=1. Given the reactants ClC1C=C2C([C:6]3([C@@H:15](C4C=CN=C(Cl)C=4F)[C@H:14]([C:24](N[C@H]4CC[C@H](C5OC=NN=5)CC4)=[O:25])[N:13]([C@H](C4C=CC=CC=4)[C@@H](O)C4C=CC=CC=4)C43CCC(C)(C)CC4)[C:7](=O)N2)=CC=1.[C:60](=[O:63])(O)[O-:61].[Na+].[C:65](Cl)([O:67][CH2:68][C:69]1[CH:74]=[CH:73][CH:72]=[CH:71][CH:70]=1)=[O:66].[C:76](#N)C, predict the reaction product. (4) Given the reactants [Cl:1][C:2]1[CH:3]=[C:4]2[C:9](=[CH:10][C:11]=1[F:12])[CH2:8][N:7](C(=O)C(F)(F)F)[CH2:6][CH2:5]2.C([O-])([O-])=O.[K+].[K+].Cl, predict the reaction product. The product is: [Cl:1][C:2]1[CH:3]=[C:4]2[C:9](=[CH:10][C:11]=1[F:12])[CH2:8][NH:7][CH2:6][CH2:5]2. (5) Given the reactants [F:1][CH:2]([F:17])[CH:3]1[C:12]2[C:7](=[CH:8][CH:9]=[CH:10][CH:11]=2)[N:6]([CH:13]([CH3:16])[CH2:14][NH2:15])[CH2:5][CH2:4]1.C=O.[C:20](O)(C(F)(F)F)=O, predict the reaction product. The product is: [F:17][CH:2]([F:1])[CH:3]1[C:12]2[C:7]3=[C:8]([CH2:20][NH:15][CH2:14][CH:13]([CH3:16])[N:6]3[CH2:5][CH2:4]1)[CH:9]=[CH:10][CH:11]=2.